Task: Predict the reactants needed to synthesize the given product.. Dataset: Full USPTO retrosynthesis dataset with 1.9M reactions from patents (1976-2016) (1) Given the product [CH3:1][CH:2]1[CH2:11][CH:9]([OH:10])[C:5](=[C:6]([CH3:7])[CH3:8])[CH2:4][CH2:3]1, predict the reactants needed to synthesize it. The reactants are: [CH3:1][C@H:2]1[CH2:11][C:9](=[O:10])[C:5](=[C:6]([CH3:8])[CH3:7])[CH2:4][CH2:3]1.CC([O-])(C)C.[K+].[H][H]. (2) Given the product [F:14][C:11]([F:13])([F:12])[C:10]([C:16]1[CH:21]=[CH:20][C:19]([C:22]2[CH:27]=[CH:26][CH:25]=[C:24]([CH2:28][CH:29]3[CH2:34][CH2:33][CH2:32][N:31]([CH2:44][C:45]4[CH:50]=[CH:49][N:48]=[CH:47][CH:46]=4)[CH2:30]3)[CH:23]=2)=[CH:18][CH:17]=1)([OH:15])[C:9]([F:8])([F:42])[F:43], predict the reactants needed to synthesize it. The reactants are: C(O)(C(F)(F)F)=O.[F:8][C:9]([F:43])([F:42])[C:10]([C:16]1[CH:21]=[CH:20][C:19]([C:22]2[CH:27]=[CH:26][CH:25]=[C:24]([CH2:28][CH:29]3[CH2:34][CH2:33][CH2:32][N:31](C(OC(C)(C)C)=O)[CH2:30]3)[CH:23]=2)=[CH:18][CH:17]=1)([OH:15])[C:11]([F:14])([F:13])[F:12].[CH:44](=O)[C:45]1[CH:50]=[CH:49][N:48]=[CH:47][CH:46]=1.[BH-](OC(C)=O)(OC(C)=O)OC(C)=O.[Na+]. (3) Given the product [Br:1][C:2]1[CH:7]=[CH:6][C:5]([C:8]2[C:4]3[C:3]4[C:26](=[CH:25][CH:29]=[CH:7][CH:2]=4)[CH2:27][C:12]=3[C:11]([C:15]#[N:16])=[C:10]([N:17]3[CH2:22][CH2:21][CH2:20][CH2:19][CH2:18]3)[CH:9]=2)=[CH:4][CH:3]=1, predict the reactants needed to synthesize it. The reactants are: [Br:1][C:2]1[CH:7]=[CH:6][C:5]([C:8]2O[C:12](=O)[C:11]([C:15]#[N:16])=[C:10]([N:17]3[CH2:22][CH2:21][CH2:20][CH2:19][CH2:18]3)[CH:9]=2)=[CH:4][CH:3]=1.[H-].[Na+].[CH2:25]1[CH2:29]O[CH2:27][CH2:26]1. (4) Given the product [F:1][C:2]([F:7])([F:6])[C:3]([OH:5])=[O:4].[C:8]([C:12]1[CH:13]=[CH:14][C:15]([C:18]([C:37]2[NH:38][C:39](=[O:48])[C:40]([C:43]3([OH:47])[CH2:44][CH2:45][CH2:46]3)=[CH:41][CH:42]=2)=[CH:19][C@H:20]2[CH2:21][CH2:22][C:23](=[O:36])[NH:24]2)=[CH:16][CH:17]=1)([CH3:11])([CH3:9])[CH3:10], predict the reactants needed to synthesize it. The reactants are: [F:1][C:2]([F:7])([F:6])[C:3]([OH:5])=[O:4].[C:8]([C:12]1[CH:17]=[CH:16][C:15]([C:18]([C:37]2[CH:42]=[CH:41][C:40]([C:43]3([OH:47])[CH2:46][CH2:45][CH2:44]3)=[C:39]([O:48]C)[N:38]=2)=[CH:19][CH:20]2[N:24](CC3C=CC(OC)=CC=3OC)[C:23](=[O:36])[CH2:22][CH2:21]2)=[CH:14][CH:13]=1)([CH3:11])([CH3:10])[CH3:9]. (5) Given the product [C:40]([NH:1][CH2:2][CH2:3][CH2:4][CH2:5][C:6]1[O:10][N:9]=[C:8]([C:11]2[C:16]([Cl:17])=[CH:15][CH:14]=[CH:13][C:12]=2[Cl:18])[C:7]=1[C:19]([NH:21][C:22]1[CH:23]=[CH:24][C:25]([N:28]([CH2:29][CH3:30])[CH2:31][CH3:32])=[CH:26][CH:27]=1)=[O:20])(=[O:42])[CH3:41], predict the reactants needed to synthesize it. The reactants are: [NH2:1][CH2:2][CH2:3][CH2:4][CH2:5][C:6]1[O:10][N:9]=[C:8]([C:11]2[C:16]([Cl:17])=[CH:15][CH:14]=[CH:13][C:12]=2[Cl:18])[C:7]=1[C:19]([NH:21][C:22]1[CH:27]=[CH:26][C:25]([N:28]([CH2:31][CH3:32])[CH2:29][CH3:30])=[CH:24][CH:23]=1)=[O:20].CCN(CC)CC.[C:40](Cl)(=[O:42])[CH3:41]. (6) The reactants are: F[C:2]1[CH:7]=[CH:6][C:5]([F:8])=[CH:4][C:3]=1[S:9](Cl)(=[O:11])=[O:10].[CH3:13][S:14][C:15]1[CH:16]=[C:17]([CH:19]=[CH:20][CH:21]=1)[NH2:18].[F:22][C:23]1[CH:28]=[CH:27][CH:26]=[CH:25][C:24]=1[CH:29]([NH2:31])[CH3:30]. Given the product [F:8][C:5]1[CH:6]=[CH:7][C:2]([NH:31][CH:29]([C:24]2[CH:25]=[CH:26][CH:27]=[CH:28][C:23]=2[F:22])[CH3:30])=[C:3]([S:9]([NH:18][C:17]2[CH:19]=[CH:20][CH:21]=[C:15]([S:14][CH3:13])[CH:16]=2)(=[O:11])=[O:10])[CH:4]=1, predict the reactants needed to synthesize it. (7) Given the product [Cl:1][C:2]1[CH:3]=[C:4]([CH:15]=[CH:16][CH:17]=1)[CH2:5][CH:6]1[CH2:7][CH2:8][CH:9]([CH2:12][OH:13])[CH2:10][CH2:11]1, predict the reactants needed to synthesize it. The reactants are: [Cl:1][C:2]1[CH:3]=[C:4]([CH:15]=[CH:16][CH:17]=1)[CH2:5][CH:6]1[CH2:11][CH2:10][CH:9]([C:12](O)=[O:13])[CH2:8][CH2:7]1. (8) Given the product [Br:6][C@@H:3]([C:32]1[CH:33]=[C:34]([C:36]([F:39])([F:37])[F:38])[CH:35]=[C:30]([C:29]([F:28])([F:44])[F:43])[CH:31]=1)[CH3:2], predict the reactants needed to synthesize it. The reactants are: Br[C:2](Cl)(Cl)[C:3]([Br:6])(Cl)Cl.C1(P(C2C=CC=CC=2)C2C=CC=CC=2)C=CC=CC=1.[F:28][C:29]([F:44])([F:43])[C:30]1[CH:31]=[C:32]([C@@H](O)C)[CH:33]=[C:34]([C:36]([F:39])([F:38])[F:37])[CH:35]=1.CCCCCC.